Dataset: Peptide-MHC class I binding affinity with 185,985 pairs from IEDB/IMGT. Task: Regression. Given a peptide amino acid sequence and an MHC pseudo amino acid sequence, predict their binding affinity value. This is MHC class I binding data. (1) The peptide sequence is WMACNSAAF. The MHC is HLA-B35:01 with pseudo-sequence HLA-B35:01. The binding affinity (normalized) is 1.00. (2) The binding affinity (normalized) is 0.0847. The peptide sequence is APDGFYPFK. The MHC is HLA-B57:01 with pseudo-sequence HLA-B57:01. (3) The peptide sequence is FPYSTFPII. The binding affinity (normalized) is 0. The MHC is HLA-B58:01 with pseudo-sequence HLA-B58:01. (4) The peptide sequence is LEFNSSLAI. The MHC is HLA-B51:01 with pseudo-sequence HLA-B51:01. The binding affinity (normalized) is 0.0847. (5) The peptide sequence is NIRQAGVQYSR. The MHC is HLA-A68:02 with pseudo-sequence HLA-A68:02. The binding affinity (normalized) is 0. (6) The peptide sequence is TEIASLPTYL. The MHC is HLA-B44:03 with pseudo-sequence HLA-B44:03. The binding affinity (normalized) is 0.501. (7) The peptide sequence is NIVTDLENR. The MHC is HLA-A31:01 with pseudo-sequence HLA-A31:01. The binding affinity (normalized) is 0.310. (8) The peptide sequence is LMSGKDVFY. The MHC is HLA-A01:01 with pseudo-sequence HLA-A01:01. The binding affinity (normalized) is 0.444. (9) The peptide sequence is RPMTYKAAL. The MHC is HLA-A32:01 with pseudo-sequence HLA-A32:01. The binding affinity (normalized) is 0. (10) The peptide sequence is VVLASLIYR. The MHC is HLA-A03:01 with pseudo-sequence HLA-A03:01. The binding affinity (normalized) is 0.733.